From a dataset of Reaction yield outcomes from USPTO patents with 853,638 reactions. Predict the reaction yield, written as a fraction of the theoretical maximum amount of product (1.0 means a 100% yield; for example, 0.34 means a 34% yield). The reactants are [O:1]1[C:5]2[CH:6]=[CH:7][CH:8]=[CH:9][C:4]=2[C:3]([CH2:10][C@@H:11]([B:30]([OH:32])[OH:31])[NH:12][C:13](=[O:29])[CH2:14][CH2:15][N:16]2[CH2:21][CH2:20][N:19](C(OC(C)(C)C)=O)[CH2:18][CH2:17]2)=[CH:2]1.[ClH:33]. The catalyst is O1CCOCC1. The product is [ClH:33].[O:1]1[C:5]2[CH:6]=[CH:7][CH:8]=[CH:9][C:4]=2[C:3]([CH2:10][C@@H:11]([B:30]([OH:32])[OH:31])[NH:12][C:13](=[O:29])[CH2:14][CH2:15][N:16]2[CH2:17][CH2:18][NH:19][CH2:20][CH2:21]2)=[CH:2]1. The yield is 0.640.